Dataset: Forward reaction prediction with 1.9M reactions from USPTO patents (1976-2016). Task: Predict the product of the given reaction. The product is: [CH2:26]([O:25][C:8]1[CH:7]=[CH:6][C:5]2[N:4]=[CH:3][C:2]3[N:1]=[C:38]([CH2:39][O:57][CH2:58][CH3:59])[N:12]([CH2:13][CH2:14][CH2:15][CH2:16][NH:17][C:18](=[O:24])[O:19][C:20]([CH3:23])([CH3:22])[CH3:21])[C:11]=3[C:10]=2[CH:9]=1)[C:27]1[CH:28]=[CH:29][CH:30]=[CH:31][CH:32]=1. Given the reactants [NH2:1][C:2]1[CH:3]=[N:4][C:5]2[C:10]([C:11]=1[NH:12][CH2:13][CH2:14][CH2:15][CH2:16][NH:17][C:18](=[O:24])[O:19][C:20]([CH3:23])([CH3:22])[CH3:21])=[CH:9][C:8]([O:25][CH2:26][C:27]1[CH:32]=[CH:31][CH:30]=[CH:29][CH:28]=1)=[CH:7][CH:6]=2.NC1C=NC2C(C=1NCCCCNC(=O)OC(C)(C)C)=CC=[C:39]([O:57][CH2:58][C:59]1C=CC=CC=1)[CH:38]=2.C(OCC(Cl)=O)C.COCCC(Cl)=O, predict the reaction product.